From a dataset of Forward reaction prediction with 1.9M reactions from USPTO patents (1976-2016). Predict the product of the given reaction. (1) Given the reactants C(OC([NH:8][C:9]1([C:12]([O:14][CH3:15])=[O:13])[CH2:11][CH2:10]1)=O)(C)(C)C.[ClH:16], predict the reaction product. The product is: [ClH:16].[NH2:8][C:9]1([C:12]([O:14][CH3:15])=[O:13])[CH2:11][CH2:10]1. (2) Given the reactants [C:1]1([C:7]2[CH:11]=[C:10]([C:12]3[CH:17]=[CH:16][CH:15]=[CH:14][CH:13]=3)[NH:9][N:8]=2)[CH:6]=[CH:5][CH:4]=[CH:3][CH:2]=1.[H-].[Na+].Cl[C:21]1[CH:26]=[CH:25][N:24]=[C:23]([S:27][CH3:28])[N:22]=1.O, predict the reaction product. The product is: [C:1]1([C:7]2[CH:11]=[C:10]([C:12]3[CH:17]=[CH:16][CH:15]=[CH:14][CH:13]=3)[N:9]([C:21]3[CH:26]=[CH:25][N:24]=[C:23]([S:27][CH3:28])[N:22]=3)[N:8]=2)[CH:6]=[CH:5][CH:4]=[CH:3][CH:2]=1. (3) Given the reactants [CH:1]1[CH:6]=[N:5][C:4]2N(O)N=N[C:3]=2[CH:2]=1.C[CH2:12][N:13]=C=NCCCN(C)C.CCN(CC)CC.[C:29]([O:33][C:34]([N:36]1[CH2:41][CH:40]([N:42]2[C:51]3[CH:50]=[CH:49][CH:48]=[C:47]([Cl:52])[C:46]=3[C:45]3=[N:53][O:54][C:55]([CH3:56])=[C:44]3[C:43]2=[O:57])[CH2:39][CH:38]([C:58](O)=[O:59])[CH2:37]1)=[O:35])([CH3:32])([CH3:31])[CH3:30], predict the reaction product. The product is: [C:29]([O:33][C:34]([N:36]1[CH2:37][CH:38]([C:58](=[O:59])[NH:13][CH2:12][C:3]2[CH:4]=[N:5][CH:6]=[CH:1][CH:2]=2)[CH2:39][CH:40]([N:42]2[C:51]3[CH:50]=[CH:49][CH:48]=[C:47]([Cl:52])[C:46]=3[C:45]3=[N:53][O:54][C:55]([CH3:56])=[C:44]3[C:43]2=[O:57])[CH2:41]1)=[O:35])([CH3:31])([CH3:32])[CH3:30]. (4) Given the reactants Cl[C:2]1[CH:3]=[CH:4][C:5]([N+:9]([O-:11])=[O:10])=[C:6]([NH2:8])[CH:7]=1.[NH:12]1[CH2:17][CH2:16][O:15][CH2:14][CH2:13]1.O, predict the reaction product. The product is: [N:12]1([C:2]2[CH:3]=[CH:4][C:5]([N+:9]([O-:11])=[O:10])=[C:6]([NH2:8])[CH:7]=2)[CH2:17][CH2:16][O:15][CH2:14][CH2:13]1. (5) Given the reactants C([O:3][C:4]([C:6]1[C:7]([C:12]2[CH:17]=[CH:16][C:15]([F:18])=[CH:14][CH:13]=2)=[N:8][O:9][C:10]=1[CH3:11])=O)C.[H-].[Al+3].[Li+].[H-].[H-].[H-].O.[OH-].[Na+], predict the reaction product. The product is: [F:18][C:15]1[CH:14]=[CH:13][C:12]([C:7]2[C:6]([CH2:4][OH:3])=[C:10]([CH3:11])[O:9][N:8]=2)=[CH:17][CH:16]=1. (6) Given the reactants [Cl-].[O:2]=[C:3]1[C:7]2[CH:8]=[CH:9][C:10]([CH2:12][CH2:13][CH:14]3[CH2:19][CH2:18][NH2+:17][CH2:16][CH2:15]3)=[CH:11][C:6]=2[CH2:5][O:4]1.[C:20]([C:22]1[C:27]([O:28][CH3:29])=[CH:26][C:25]([CH2:30][C:31](O)=[O:32])=[C:24]([F:34])[CH:23]=1)#[N:21], predict the reaction product. The product is: [F:34][C:24]1[C:25]([CH2:30][C:31](=[O:32])[N:17]2[CH2:16][CH2:15][CH:14]([CH2:13][CH2:12][C:10]3[CH:9]=[CH:8][C:7]4[C:3](=[O:2])[O:4][CH2:5][C:6]=4[CH:11]=3)[CH2:19][CH2:18]2)=[CH:26][C:27]([O:28][CH3:29])=[C:22]([CH:23]=1)[C:20]#[N:21].